Task: Predict the reaction yield, written as a fraction of the theoretical maximum amount of product (1.0 means a 100% yield; for example, 0.34 means a 34% yield).. Dataset: Reaction yield outcomes from USPTO patents with 853,638 reactions The reactants are [F:1][C:2]1[CH:29]=[CH:28][C:5]([CH2:6][C:7]2[N:15]=[CH:14][N:13]=[C:12]3[C:8]=2[N:9]=[CH:10][N:11]3[C@H:16]2[C@@H:20]3[O:21][C:22]([CH3:25])([CH3:24])[O:23][C@@H:19]3[C@@H:18]([CH2:26][OH:27])[O:17]2)=[CH:4][CH:3]=1.C(N(CC)CC)C.Cl[S:38]([NH2:41])(=[O:40])=[O:39].C(#N)C. The catalyst is CN(C)C=O. The product is [S:38](=[O:40])(=[O:39])([O:27][CH2:26][C@@H:18]1[C@@H:19]2[C@@H:20]([O:21][C:22]([CH3:25])([CH3:24])[O:23]2)[C@H:16]([N:11]2[CH:10]=[N:9][C:8]3[C:12]2=[N:13][CH:14]=[N:15][C:7]=3[CH2:6][C:5]2[CH:28]=[CH:29][C:2]([F:1])=[CH:3][CH:4]=2)[O:17]1)[NH2:41]. The yield is 0.880.